This data is from NCI-60 drug combinations with 297,098 pairs across 59 cell lines. The task is: Regression. Given two drug SMILES strings and cell line genomic features, predict the synergy score measuring deviation from expected non-interaction effect. Drug 1: C1CN1C2=NC(=NC(=N2)N3CC3)N4CC4. Drug 2: C1CCC(CC1)NC(=O)N(CCCl)N=O. Cell line: EKVX. Synergy scores: CSS=6.36, Synergy_ZIP=-5.72, Synergy_Bliss=-4.99, Synergy_Loewe=-1.14, Synergy_HSA=-0.617.